This data is from Full USPTO retrosynthesis dataset with 1.9M reactions from patents (1976-2016). The task is: Predict the reactants needed to synthesize the given product. Given the product [CH3:17][O:16][C:14]([C@@H:4]1[CH2:3][C@H:2]([NH:1][C:18]([O:19][CH2:20][C:21]([Cl:24])([Cl:23])[Cl:22])=[O:25])[CH2:6][N:5]1[C:7]([O:9][C:10]([CH3:11])([CH3:12])[CH3:13])=[O:8])=[O:15], predict the reactants needed to synthesize it. The reactants are: [NH2:1][C@@H:2]1[CH2:6][N:5]([C:7]([O:9][C:10]([CH3:13])([CH3:12])[CH3:11])=[O:8])[C@H:4]([C:14]([O:16][CH3:17])=[O:15])[CH2:3]1.[C:18](Cl)(=[O:25])[O:19][CH2:20][C:21]([Cl:24])([Cl:23])[Cl:22].CCN(C(C)C)C(C)C.O.